From a dataset of Peptide-MHC class I binding affinity with 185,985 pairs from IEDB/IMGT. Regression. Given a peptide amino acid sequence and an MHC pseudo amino acid sequence, predict their binding affinity value. This is MHC class I binding data. (1) The peptide sequence is QIYAGIKVK. The MHC is HLA-A23:01 with pseudo-sequence HLA-A23:01. The binding affinity (normalized) is 0. (2) The peptide sequence is LILCFTIKR. The MHC is HLA-A03:01 with pseudo-sequence HLA-A03:01. The binding affinity (normalized) is 0.330. (3) The peptide sequence is ALGGSCHTT. The MHC is HLA-A25:01 with pseudo-sequence HLA-A25:01. The binding affinity (normalized) is 0.0847. (4) The peptide sequence is FTENGPWMY. The MHC is HLA-A30:01 with pseudo-sequence HLA-A30:01. The binding affinity (normalized) is 0.0847. (5) The binding affinity (normalized) is 1.00. The MHC is HLA-A02:03 with pseudo-sequence HLA-A02:03. The peptide sequence is QIGGEAIFLI.